From a dataset of Reaction yield outcomes from USPTO patents with 853,638 reactions. Predict the reaction yield, written as a fraction of the theoretical maximum amount of product (1.0 means a 100% yield; for example, 0.34 means a 34% yield). (1) The reactants are [CH3:1][CH:2]([CH2:7][C:8]([CH3:11])([CH3:10])[CH3:9])[CH2:3][PH:4](=[O:6])[OH:5].[CH2:12]([OH:23])[CH2:13][CH2:14][CH2:15][CH2:16][CH2:17][CH2:18][CH2:19][CH2:20][CH:21]=[CH2:22]. The catalyst is C(OOC(CC)(C)C)(CC)(C)C. The product is [OH:23][CH2:12][CH2:13][CH2:14][CH2:15][CH2:16][CH2:17][CH2:18][CH2:19][CH2:20][CH2:21][CH2:22][P:4]([CH2:3][CH:2]([CH3:1])[CH2:7][C:8]([CH3:10])([CH3:9])[CH3:11])(=[O:5])[OH:6]. The yield is 1.00. (2) The reactants are C([N:9]1[CH2:18][CH2:17][C:16]2[N:15]=[C:14]([CH3:19])[NH:13][C:12]=2[C:11]2[CH:20]=[CH:21][CH:22]=[CH:23][C:10]1=2)(=O)C1C=CC=CC=1. The catalyst is Cl.O1CCOCC1. The product is [CH3:19][C:14]1[NH:13][C:12]2[C:11]3[CH:20]=[CH:21][CH:22]=[CH:23][C:10]=3[NH:9][CH2:18][CH2:17][C:16]=2[N:15]=1. The yield is 0.660. (3) The reactants are [CH3:1][O:2][C:3]1[CH:4]=[CH:5][C:6]2[NH:7][C:8](=O)[C:9]3[N:10]([C:13]([CH2:17][CH2:18][C:19]([F:22])([F:21])[F:20])=[N:14][C:15]=3[CH3:16])[C:11]=2[N:12]=1.O=P(Cl)(Cl)[Cl:26]. No catalyst specified. The product is [Cl:26][C:8]1[C:9]2[N:10]([C:13]([CH2:17][CH2:18][C:19]([F:22])([F:21])[F:20])=[N:14][C:15]=2[CH3:16])[C:11]2[N:12]=[C:3]([O:2][CH3:1])[CH:4]=[CH:5][C:6]=2[N:7]=1. The yield is 0.680. (4) The reactants are [N:1]([O-])=O.[Na+].[NH2:5][C:6]1[CH:14]=[C:13]([Br:15])[C:12]([Cl:16])=[CH:11][C:7]=1[C:8]([OH:10])=[O:9].O.[Sn](Cl)Cl. The catalyst is O.Cl. The product is [ClH:16].[Br:15][C:13]1[C:12]([Cl:16])=[CH:11][C:7]([C:8]([OH:10])=[O:9])=[C:6]([NH:5][NH2:1])[CH:14]=1. The yield is 0.960. (5) The reactants are [Cl:1][C:2]1[CH:24]=[CH:23][C:5]([O:6][C:7]2[CH:8]=[C:9]([CH:20]=[CH:21][CH:22]=2)[C:10]([NH:12][C:13]2[CH:18]=[CH:17][CH:16]=[C:15]([OH:19])[CH:14]=2)=[O:11])=[C:4]([N+:25]([O-])=O)[CH:3]=1.Cl[Sn]Cl. No catalyst specified. The product is [NH2:25][C:4]1[CH:3]=[C:2]([Cl:1])[CH:24]=[CH:23][C:5]=1[O:6][C:7]1[CH:8]=[C:9]([CH:20]=[CH:21][CH:22]=1)[C:10]([NH:12][C:13]1[CH:18]=[CH:17][CH:16]=[C:15]([OH:19])[CH:14]=1)=[O:11]. The yield is 0.840. (6) The reactants are Cl.[Cl:2][C:3]1[CH:21]=[C:20]([O:22]C)[CH:19]=[C:18]([Cl:24])[C:4]=1[CH2:5][CH:6]1[CH2:10][CH2:9][N:8]([N:11]2[CH2:16][CH2:15][CH2:14][CH2:13][CH2:12]2)[C:7]1=[O:17].B(Br)(Br)Br. The catalyst is ClC(Cl)C.ClCCl. The product is [Cl:2][C:3]1[CH:21]=[C:20]([OH:22])[CH:19]=[C:18]([Cl:24])[C:4]=1[CH2:5][C@@H:6]1[CH2:10][CH2:9][N:8]([N:11]2[CH2:16][CH2:15][CH2:14][CH2:13][CH2:12]2)[C:7]1=[O:17]. The yield is 0.760. (7) The reactants are C([N:8]1[CH2:13][CH2:12][C:11]([C:15]2[C:16]([C:37]3[CH:42]=[CH:41][N:40]=[CH:39][CH:38]=3)=[C:17]([C:30]3[CH:35]=[CH:34][C:33]([F:36])=[CH:32][CH:31]=3)[N:18]([Si:20]([CH:27]([CH3:29])[CH3:28])([CH:24]([CH3:26])[CH3:25])[CH:21]([CH3:23])[CH3:22])[CH:19]=2)([OH:14])[CH2:10][CH2:9]1)C1C=CC=CC=1. The catalyst is [Pd].CO. The product is [F:36][C:33]1[CH:34]=[CH:35][C:30]([C:17]2[N:18]([Si:20]([CH:24]([CH3:26])[CH3:25])([CH:27]([CH3:29])[CH3:28])[CH:21]([CH3:22])[CH3:23])[CH:19]=[C:15]([C:11]3([OH:14])[CH2:10][CH2:9][NH:8][CH2:13][CH2:12]3)[C:16]=2[C:37]2[CH:38]=[CH:39][N:40]=[CH:41][CH:42]=2)=[CH:31][CH:32]=1. The yield is 0.980. (8) The product is [CH:20]([N:16]1[C:15]([C:13]2[N:14]=[C:10]3[N:11]([CH2:23][CH2:24][O:25][C:2]4[CH:7]=[C:6]([O:8][CH3:9])[N:5]=[CH:4][C:3]=43)[CH:12]=2)=[N:19][CH:18]=[N:17]1)([CH3:22])[CH3:21]. The catalyst is CN(C=O)C. The reactants are Cl[C:2]1[CH:7]=[C:6]([O:8][CH3:9])[N:5]=[CH:4][C:3]=1[C:10]1[N:11]([CH2:23][CH2:24][OH:25])[CH:12]=[C:13]([C:15]2[N:16]([CH:20]([CH3:22])[CH3:21])[N:17]=[CH:18][N:19]=2)[N:14]=1.[H-].[Na+]. The yield is 0.790. (9) The reactants are Cl[C:2]1[N:7]=[C:6]([C:8]2[N:12]([CH3:13])[C:11]([CH3:14])=[N:10][CH:9]=2)[C:5]([F:15])=[CH:4][N:3]=1.[OH-].[NH4+:17]. The catalyst is C(O)CC. The product is [CH3:13][N:12]1[C:8]([C:6]2[C:5]([F:15])=[CH:4][N:3]=[C:2]([NH2:17])[N:7]=2)=[CH:9][N:10]=[C:11]1[CH3:14]. The yield is 0.780. (10) The reactants are [NH2:1][C:2]1[CH:6]=[CH:5][S:4][C:3]=1[C:7]([O:9][CH3:10])=[O:8].N1C=CC=CC=1.[C:17]([C:21]1[CH:29]=[CH:28][C:24]([C:25](Cl)=[O:26])=[CH:23][CH:22]=1)([CH3:20])([CH3:19])[CH3:18]. The catalyst is C(Cl)Cl. The product is [C:17]([C:21]1[CH:22]=[CH:23][C:24]([C:25]([NH:1][C:2]2[CH:6]=[CH:5][S:4][C:3]=2[C:7]([O:9][CH3:10])=[O:8])=[O:26])=[CH:28][CH:29]=1)([CH3:20])([CH3:18])[CH3:19]. The yield is 0.960.